This data is from Forward reaction prediction with 1.9M reactions from USPTO patents (1976-2016). The task is: Predict the product of the given reaction. (1) Given the reactants [CH3:1][N:2]1[CH2:6][CH2:5][CH2:4][CH:3]1[CH2:7][O:8][C:9]1[CH:10]=[C:11]2[C:16](=[CH:17][CH:18]=1)[CH:15]=[C:14]([C:19]1[C:27]3[C:22](=[CH:23][CH:24]=[C:25]([C:28]#[N:29])[CH:26]=3)[N:21](C3CCCCO3)[N:20]=1)[CH:13]=[CH:12]2.[OH-].[K+].Cl.CN(C)CCCN=C=NCC.O.[OH:51]N1C2C=CC=CC=2N=N1.C(N(CC)CC)C.[CH3:68][C:69]([CH3:74])([CH3:73])[CH2:70][CH2:71]N, predict the reaction product. The product is: [CH3:68][C:69]([CH3:74])([CH3:73])[CH2:70][CH2:71][NH:29][C:28]([C:25]1[CH:26]=[C:27]2[C:22](=[CH:23][CH:24]=1)[NH:21][N:20]=[C:19]2[C:14]1[CH:13]=[CH:12][C:11]2[C:16](=[CH:17][CH:18]=[C:9]([O:8][CH2:7][CH:3]3[CH2:4][CH2:5][CH2:6][N:2]3[CH3:1])[CH:10]=2)[CH:15]=1)=[O:51]. (2) Given the reactants [OH:1][C@H:2]([CH3:38])[C@H:3]([NH:7][C:8]([C:10]1[C:18]2[C:13](=[N:14][CH:15]=[C:16]([C:19]3[C:27]4[C:22](=[CH:23][C:24]([F:28])=[CH:25][CH:26]=4)[N:21]([CH3:29])[N:20]=3)[N:17]=2)[N:12](COCC[Si](C)(C)C)[CH:11]=1)=[O:9])[CH2:4][O:5][CH3:6].C(O)(C(F)(F)F)=O.C(N)CN, predict the reaction product. The product is: [OH:1][C@H:2]([CH3:38])[C@H:3]([NH:7][C:8]([C:10]1[C:18]2[C:13](=[N:14][CH:15]=[C:16]([C:19]3[C:27]4[C:22](=[CH:23][C:24]([F:28])=[CH:25][CH:26]=4)[N:21]([CH3:29])[N:20]=3)[N:17]=2)[NH:12][CH:11]=1)=[O:9])[CH2:4][O:5][CH3:6].